The task is: Predict the reaction yield, written as a fraction of the theoretical maximum amount of product (1.0 means a 100% yield; for example, 0.34 means a 34% yield).. This data is from Reaction yield outcomes from USPTO patents with 853,638 reactions. (1) The reactants are Br[C:2]1[CH:3]=[C:4]([CH2:8][N:9]([CH3:11])[CH3:10])[CH:5]=[N:6][CH:7]=1.[CH3:12][O:13][C:14]1[CH:21]=[CH:20][C:17]([CH2:18][NH2:19])=[CH:16][CH:15]=1.C(=O)([O-])[O-].[Cs+].[Cs+].CC1(C)C2C(=C(P(C3C=CC=CC=3)C3C=CC=CC=3)C=CC=2)OC2C(P(C3C=CC=CC=3)C3C=CC=CC=3)=CC=CC1=2. The catalyst is C1C=CC(/C=C/C(/C=C/C2C=CC=CC=2)=O)=CC=1.C1C=CC(/C=C/C(/C=C/C2C=CC=CC=2)=O)=CC=1.C1C=CC(/C=C/C(/C=C/C2C=CC=CC=2)=O)=CC=1.[Pd].[Pd]. The product is [CH3:10][N:9]([CH2:8][C:4]1[CH:3]=[C:2]([NH:19][CH2:18][C:17]2[CH:20]=[CH:21][C:14]([O:13][CH3:12])=[CH:15][CH:16]=2)[CH:7]=[N:6][CH:5]=1)[CH3:11]. The yield is 0.420. (2) The catalyst is C(Cl)Cl. The yield is 1.00. The reactants are [C:1]([O:5][C:6](=[O:9])[CH2:7][NH2:8])([CH3:4])([CH3:3])[CH3:2].[CH3:10][C:11]([CH3:16])([CH3:15])[CH2:12][CH:13]=O. The product is [C:1]([O:5][C:6](=[O:9])[CH2:7]/[N:8]=[CH:13]/[CH2:12][C:11]([CH3:16])([CH3:15])[CH3:10])([CH3:4])([CH3:3])[CH3:2]. (3) The reactants are [C:1]1([C:11]([OH:13])=O)[C:10]2[C:5](=[CH:6][CH:7]=[CH:8][CH:9]=2)[CH:4]=[CH:3][CH:2]=1.[CH2:14]([O:16][C:17]([C:19]1([NH2:28])[CH2:27][C:26]2[C:21](=[CH:22][CH:23]=[CH:24][CH:25]=2)[CH2:20]1)=[O:18])[CH3:15].CN(C(ON1N=NC2C=CC=NC1=2)=[N+](C)C)C.F[P-](F)(F)(F)(F)F.CCN(C(C)C)C(C)C. The catalyst is CN(C=O)C. The product is [CH2:14]([O:16][C:17]([C:19]1([NH:28][C:11]([C:1]2[C:10]3[C:5](=[CH:6][CH:7]=[CH:8][CH:9]=3)[CH:4]=[CH:3][CH:2]=2)=[O:13])[CH2:27][C:26]2[C:21](=[CH:22][CH:23]=[CH:24][CH:25]=2)[CH2:20]1)=[O:18])[CH3:15]. The yield is 0.610. (4) The catalyst is CC(O)=O. The product is [C:6]([C@H:8]([OH:33])[C@H:9]([NH:18][C:19]([CH2:21][CH2:22][CH2:23][C:24]1[CH:32]=[CH:31][CH:30]=[CH:29][C:25]=1[C:26]([OH:28])=[O:27])=[O:20])[CH2:10][C:11]1[CH:16]=[CH:15][CH:14]=[CH:13][C:12]=1[Cl:17])([OH:7])=[O:5]. The reactants are C([O:5][C:6]([C@H:8]([OH:33])[C@H:9]([NH:18][C:19]([CH2:21][CH2:22][CH2:23][C:24]1[CH:32]=[CH:31][CH:30]=[CH:29][C:25]=1[C:26]([OH:28])=[O:27])=[O:20])[CH2:10][C:11]1[CH:16]=[CH:15][CH:14]=[CH:13][C:12]=1[Cl:17])=[O:7])CCC.C1COCC1.[OH-].[Na+]. The yield is 0.990. (5) The reactants are [Br:1][C:2]1[CH:7]=[CH:6][C:5]([C:8]2[N:9]=[C:10]([NH:13][CH:14]([CH2:19][C:20]([F:23])([F:22])[F:21])[C:15](OC)=[O:16])[S:11][CH:12]=2)=[CH:4][CH:3]=1.[H-].[Al+3].[Li+].[H-].[H-].[H-]. The catalyst is O1CCCC1. The yield is 0.760. The product is [Br:1][C:2]1[CH:7]=[CH:6][C:5]([C:8]2[N:9]=[C:10]([NH:13][CH:14]([CH2:19][C:20]([F:22])([F:21])[F:23])[CH2:15][OH:16])[S:11][CH:12]=2)=[CH:4][CH:3]=1. (6) The reactants are Br[C:2]1[CH:7]=[C:6]([CH2:8][NH:9][C:10]2[CH:28]=[CH:27][CH:26]=[CH:25][C:11]=2[C:12]([NH:14][C:15]2[N:16]=[CH:17][C:18]3[C:23]([CH:24]=2)=[CH:22][CH:21]=[CH:20][CH:19]=3)=[O:13])[CH:5]=[CH:4][N:3]=1.C(=O)([O-])[O-].[Cs+].[Cs+].[CH3:35][N:36]([CH3:40])[C:37]([NH2:39])=[O:38].CC1(C)C2C(=C(P(C3C=CC=CC=3)C3C=CC=CC=3)C=CC=2)OC2C(P(C3C=CC=CC=3)C3C=CC=CC=3)=CC=CC1=2. The catalyst is O1CCOCC1.C(Cl)Cl. The product is [CH3:35][N:36]([CH3:40])[C:37](=[O:38])[NH:39][C:2]1[CH:7]=[C:6]([CH2:8][NH:9][C:10]2[CH:28]=[CH:27][CH:26]=[CH:25][C:11]=2[C:12]([NH:14][C:15]2[N:16]=[CH:17][C:18]3[C:23]([CH:24]=2)=[CH:22][CH:21]=[CH:20][CH:19]=3)=[O:13])[CH:5]=[CH:4][N:3]=1. The yield is 0.240. (7) The reactants are [I:1][C:2]1[CH:3]=[C:4]([OH:11])[C:5](=[CH:9][CH:10]=1)[C:6]([OH:8])=[O:7].[C:12]([O-])(O)=O.[Na+].C(=O)=O.CI. The catalyst is CN(C=O)C.O.CC(=O)OCC. The product is [CH3:12][O:7][C:6](=[O:8])[C:5]1[C:4](=[CH:3][C:2]([I:1])=[CH:10][CH:9]=1)[OH:11]. The yield is 0.765.